Dataset: NCI-60 drug combinations with 297,098 pairs across 59 cell lines. Task: Regression. Given two drug SMILES strings and cell line genomic features, predict the synergy score measuring deviation from expected non-interaction effect. (1) Drug 1: CN1C2=C(C=C(C=C2)N(CCCl)CCCl)N=C1CCCC(=O)O.Cl. Drug 2: C#CCC(CC1=CN=C2C(=N1)C(=NC(=N2)N)N)C3=CC=C(C=C3)C(=O)NC(CCC(=O)O)C(=O)O. Cell line: MDA-MB-231. Synergy scores: CSS=1.55, Synergy_ZIP=-0.302, Synergy_Bliss=0.351, Synergy_Loewe=-2.62, Synergy_HSA=-2.35. (2) Cell line: NCI-H226. Drug 1: C1=CC=C(C=C1)NC(=O)CCCCCCC(=O)NO. Drug 2: CNC(=O)C1=NC=CC(=C1)OC2=CC=C(C=C2)NC(=O)NC3=CC(=C(C=C3)Cl)C(F)(F)F. Synergy scores: CSS=3.02, Synergy_ZIP=0.178, Synergy_Bliss=2.65, Synergy_Loewe=-3.04, Synergy_HSA=0.371. (3) Drug 1: COC1=C2C(=CC3=C1OC=C3)C=CC(=O)O2. Drug 2: CC1CCCC2(C(O2)CC(NC(=O)CC(C(C(=O)C(C1O)C)(C)C)O)C(=CC3=CSC(=N3)C)C)C. Cell line: HCT116. Synergy scores: CSS=54.4, Synergy_ZIP=-0.949, Synergy_Bliss=-2.27, Synergy_Loewe=-20.3, Synergy_HSA=-0.111. (4) Drug 1: CC1C(C(CC(O1)OC2CC(CC3=C2C(=C4C(=C3O)C(=O)C5=C(C4=O)C(=CC=C5)OC)O)(C(=O)C)O)N)O.Cl. Drug 2: N.N.Cl[Pt+2]Cl. Cell line: MDA-MB-231. Synergy scores: CSS=1.62, Synergy_ZIP=-4.91, Synergy_Bliss=-0.429, Synergy_Loewe=-10.2, Synergy_HSA=-1.18. (5) Drug 1: C1CCN(CC1)CCOC2=CC=C(C=C2)C(=O)C3=C(SC4=C3C=CC(=C4)O)C5=CC=C(C=C5)O. Drug 2: CC1CCCC2(C(O2)CC(NC(=O)CC(C(C(=O)C(C1O)C)(C)C)O)C(=CC3=CSC(=N3)C)C)C. Cell line: M14. Synergy scores: CSS=-9.82, Synergy_ZIP=4.47, Synergy_Bliss=1.36, Synergy_Loewe=-9.12, Synergy_HSA=-5.31.